From a dataset of Full USPTO retrosynthesis dataset with 1.9M reactions from patents (1976-2016). Predict the reactants needed to synthesize the given product. (1) Given the product [C:1]([O:5][C:6]([CH:7]1[CH:26]([C:27]2[CH:32]=[CH:31][CH:30]=[C:29]([Cl:33])[C:28]=2[F:34])[C:23]([C:20]2[CH:19]=[CH:18][C:17]([Br:16])=[CH:22][N:21]=2)([C:24]#[N:25])[CH:9]([CH2:10][C:11]([CH3:14])([CH3:13])[CH3:12])[NH:8]1)=[O:15])([CH3:4])([CH3:3])[CH3:2], predict the reactants needed to synthesize it. The reactants are: [C:1]([O:5][C:6](=[O:15])[CH2:7]/[N:8]=[CH:9]/[CH2:10][C:11]([CH3:14])([CH3:13])[CH3:12])([CH3:4])([CH3:3])[CH3:2].[Br:16][C:17]1[CH:18]=[CH:19][C:20](/[C:23](=[CH:26]/[C:27]2[CH:32]=[CH:31][CH:30]=[C:29]([Cl:33])[C:28]=2[F:34])/[C:24]#[N:25])=[N:21][CH:22]=1.C(N(CC)CC)C. (2) Given the product [Br:15][C:18]1[C:19]([NH2:21])=[N:20][C:8]([C:9]([F:12])([F:11])[F:10])=[C:7]([Br:6])[N:17]=1, predict the reactants needed to synthesize it. The reactants are: C([O-])(=O)C.[Na+].[Br:6][CH:7](Br)[C:8](=O)[C:9]([F:12])([F:11])[F:10].[BrH:15].Br.[NH2:17][CH2:18][C:19]([NH2:21])=[NH:20].[OH-].[Na+]. (3) Given the product [Cl:14][C:15]1[C:16]2[CH:23]=[CH:22][N:21]([S:10]([C:7]3[CH:8]=[CH:9][C:4]([CH3:3])=[CH:5][CH:6]=3)(=[O:12])=[O:11])[C:17]=2[N:18]=[CH:19][N:20]=1, predict the reactants needed to synthesize it. The reactants are: [OH-].[Na+].[CH3:3][C:4]1[CH:9]=[CH:8][C:7]([S:10](Cl)(=[O:12])=[O:11])=[CH:6][CH:5]=1.[Cl:14][C:15]1[C:16]2[CH:23]=[CH:22][NH:21][C:17]=2[N:18]=[CH:19][N:20]=1.